Task: Regression. Given two drug SMILES strings and cell line genomic features, predict the synergy score measuring deviation from expected non-interaction effect.. Dataset: NCI-60 drug combinations with 297,098 pairs across 59 cell lines (1) Drug 1: CC(C)NC(=O)C1=CC=C(C=C1)CNNC.Cl. Drug 2: CC12CCC3C(C1CCC2OP(=O)(O)O)CCC4=C3C=CC(=C4)OC(=O)N(CCCl)CCCl.[Na+]. Cell line: RPMI-8226. Synergy scores: CSS=13.4, Synergy_ZIP=-5.73, Synergy_Bliss=-1.85, Synergy_Loewe=2.45, Synergy_HSA=-1.51. (2) Drug 1: CN1C(=O)N2C=NC(=C2N=N1)C(=O)N. Drug 2: CCC1=C2CN3C(=CC4=C(C3=O)COC(=O)C4(CC)O)C2=NC5=C1C=C(C=C5)O. Cell line: A549. Synergy scores: CSS=6.37, Synergy_ZIP=-2.68, Synergy_Bliss=-2.10, Synergy_Loewe=-66.9, Synergy_HSA=-5.01. (3) Drug 1: CC1C(C(CC(O1)OC2CC(CC3=C2C(=C4C(=C3O)C(=O)C5=C(C4=O)C(=CC=C5)OC)O)(C(=O)CO)O)N)O.Cl. Drug 2: N.N.Cl[Pt+2]Cl. Cell line: CCRF-CEM. Synergy scores: CSS=74.3, Synergy_ZIP=-1.72, Synergy_Bliss=-1.84, Synergy_Loewe=-5.03, Synergy_HSA=0.429.